Task: Regression. Given a peptide amino acid sequence and an MHC pseudo amino acid sequence, predict their binding affinity value. This is MHC class II binding data.. Dataset: Peptide-MHC class II binding affinity with 134,281 pairs from IEDB (1) The peptide sequence is ASAAILGHDGTVWAQ. The MHC is HLA-DQA10101-DQB10501 with pseudo-sequence HLA-DQA10101-DQB10501. The binding affinity (normalized) is 0.0530. (2) The peptide sequence is QAGFFLLTRILTIPQSLD. The MHC is DRB1_0401 with pseudo-sequence DRB1_0401. The binding affinity (normalized) is 0.687. (3) The peptide sequence is SFGIVVAWQVKLLPV. The MHC is HLA-DPA10201-DPB10501 with pseudo-sequence HLA-DPA10201-DPB10501. The binding affinity (normalized) is 0.310. (4) The binding affinity (normalized) is 0.378. The MHC is DRB1_0802 with pseudo-sequence DRB1_0802. The peptide sequence is LVGPTPVNIIGRNLMTQIGC. (5) The peptide sequence is LMCEIEGHHLASAAI. The MHC is DRB1_1201 with pseudo-sequence DRB1_1201. The binding affinity (normalized) is 0.507.